From a dataset of NCI-60 drug combinations with 297,098 pairs across 59 cell lines. Regression. Given two drug SMILES strings and cell line genomic features, predict the synergy score measuring deviation from expected non-interaction effect. (1) Drug 1: N.N.Cl[Pt+2]Cl. Drug 2: CC1C(C(CC(O1)OC2CC(CC3=C2C(=C4C(=C3O)C(=O)C5=C(C4=O)C(=CC=C5)OC)O)(C(=O)CO)O)N)O.Cl. Cell line: NCI-H322M. Synergy scores: CSS=28.9, Synergy_ZIP=-1.00, Synergy_Bliss=-2.90, Synergy_Loewe=-32.3, Synergy_HSA=-3.42. (2) Drug 1: CNC(=O)C1=CC=CC=C1SC2=CC3=C(C=C2)C(=NN3)C=CC4=CC=CC=N4. Drug 2: C1=CN(C=N1)CC(O)(P(=O)(O)O)P(=O)(O)O. Cell line: SW-620. Synergy scores: CSS=-2.03, Synergy_ZIP=-0.606, Synergy_Bliss=-4.75, Synergy_Loewe=-6.66, Synergy_HSA=-5.91. (3) Drug 1: CC1=C(C(CCC1)(C)C)C=CC(=CC=CC(=CC(=O)O)C)C. Drug 2: CCN(CC)CCNC(=O)C1=C(NC(=C1C)C=C2C3=C(C=CC(=C3)F)NC2=O)C. Cell line: OVCAR-5. Synergy scores: CSS=-2.23, Synergy_ZIP=3.62, Synergy_Bliss=4.27, Synergy_Loewe=1.48, Synergy_HSA=-0.510. (4) Drug 1: CC1=C(C=C(C=C1)C(=O)NC2=CC(=CC(=C2)C(F)(F)F)N3C=C(N=C3)C)NC4=NC=CC(=N4)C5=CN=CC=C5. Drug 2: CCCCCOC(=O)NC1=NC(=O)N(C=C1F)C2C(C(C(O2)C)O)O. Cell line: U251. Synergy scores: CSS=-7.50, Synergy_ZIP=3.76, Synergy_Bliss=6.05, Synergy_Loewe=-2.84, Synergy_HSA=-3.36. (5) Drug 1: CC1=C2C(C(=O)C3(C(CC4C(C3C(C(C2(C)C)(CC1OC(=O)C(C(C5=CC=CC=C5)NC(=O)OC(C)(C)C)O)O)OC(=O)C6=CC=CC=C6)(CO4)OC(=O)C)O)C)O. Drug 2: C1=CC=C(C(=C1)C(C2=CC=C(C=C2)Cl)C(Cl)Cl)Cl. Cell line: NCI-H322M. Synergy scores: CSS=2.31, Synergy_ZIP=3.06, Synergy_Bliss=6.72, Synergy_Loewe=6.18, Synergy_HSA=6.25. (6) Drug 1: CC1C(C(=O)NC(C(=O)N2CCCC2C(=O)N(CC(=O)N(C(C(=O)O1)C(C)C)C)C)C(C)C)NC(=O)C3=C4C(=C(C=C3)C)OC5=C(C(=O)C(=C(C5=N4)C(=O)NC6C(OC(=O)C(N(C(=O)CN(C(=O)C7CCCN7C(=O)C(NC6=O)C(C)C)C)C)C(C)C)C)N)C. Drug 2: C1=CC=C(C=C1)NC(=O)CCCCCCC(=O)NO. Cell line: HCT116. Synergy scores: CSS=19.4, Synergy_ZIP=-4.12, Synergy_Bliss=-0.601, Synergy_Loewe=-7.60, Synergy_HSA=-2.45. (7) Drug 1: CCC1(CC2CC(C3=C(CCN(C2)C1)C4=CC=CC=C4N3)(C5=C(C=C6C(=C5)C78CCN9C7C(C=CC9)(C(C(C8N6C)(C(=O)OC)O)OC(=O)C)CC)OC)C(=O)OC)O.OS(=O)(=O)O. Drug 2: C1CN(CCN1C(=O)CCBr)C(=O)CCBr. Cell line: NCI-H226. Synergy scores: CSS=6.96, Synergy_ZIP=-4.34, Synergy_Bliss=-2.52, Synergy_Loewe=-51.9, Synergy_HSA=-1.86. (8) Cell line: A498. Drug 2: CC(C)NC(=O)C1=CC=C(C=C1)CNNC.Cl. Synergy scores: CSS=31.2, Synergy_ZIP=1.58, Synergy_Bliss=6.92, Synergy_Loewe=3.31, Synergy_HSA=5.74. Drug 1: C1=CC(=CC=C1CCCC(=O)O)N(CCCl)CCCl. (9) Drug 1: CCC1=CC2CC(C3=C(CN(C2)C1)C4=CC=CC=C4N3)(C5=C(C=C6C(=C5)C78CCN9C7C(C=CC9)(C(C(C8N6C)(C(=O)OC)O)OC(=O)C)CC)OC)C(=O)OC.C(C(C(=O)O)O)(C(=O)O)O. Drug 2: CN(C)N=NC1=C(NC=N1)C(=O)N. Cell line: OVCAR-4. Synergy scores: CSS=20.9, Synergy_ZIP=-9.42, Synergy_Bliss=-1.94, Synergy_Loewe=-32.1, Synergy_HSA=-1.92.